Predict the product of the given reaction. From a dataset of Forward reaction prediction with 1.9M reactions from USPTO patents (1976-2016). (1) Given the reactants [OH:1][C:2]1[CH:10]=[CH:9][CH:8]=[C:7]2[C:3]=1[CH:4]=[CH:5][NH:6]2.[Cl-].[CH:12](=[N+:19]([CH3:21])[CH3:20])[C:13]1[CH:18]=[CH:17][CH:16]=[CH:15][CH:14]=1, predict the reaction product. The product is: [CH3:20][N:19]([CH:12]([C:13]1[CH:18]=[CH:17][CH:16]=[CH:15][CH:14]=1)[C:4]1[C:3]2[C:2]([OH:1])=[CH:10][CH:9]=[CH:8][C:7]=2[NH:6][CH:5]=1)[CH3:21]. (2) Given the reactants FC(F)(F)C1[N:8]=C(N2CCNCC2)C=CC=1.ClC1N=C(C2C=CC=C(Cl)C=2)N=C(N2CC[O:34][CH2:33]C2)C=1.C1C=CC(P([C:63]2[C:64](C3C(P(C4C=CC=CC=4)C4C=CC=CC=4)=C[CH:67]=[C:66]4[C:61]=3[CH:62]=[CH:63][CH:64]=[CH:65]4)=[C:65]3[C:66]([CH:67]=CC=C3)=[CH:61][CH:62]=2)C2C=CC=CC=2)=CC=1.C[C:84]([O-:87])([CH3:86])C.[K+].[Cl-:89].[NH4+:90], predict the reaction product. The product is: [Cl:89][C:64]1[CH:65]=[C:66]([C:67]2[N:8]=[C:84]([OH:87])[CH:86]=[C:33]([OH:34])[N:90]=2)[CH:61]=[CH:62][CH:63]=1. (3) Given the reactants C([O:8][C:9]1[C:14]2[N:15]([CH2:18][CH3:19])[CH:16]=[N:17][C:13]=2[CH:12]=[C:11]([Br:20])[CH:10]=1)C1C=CC=CC=1.B(Br)(Br)Br.C1COCC1.C(NCC)C, predict the reaction product. The product is: [Br:20][C:11]1[CH:10]=[C:9]([OH:8])[C:14]2[N:15]([CH2:18][CH3:19])[CH:16]=[N:17][C:13]=2[CH:12]=1. (4) Given the reactants [C:1]([C:5]1[CH:10]=[CH:9][C:8]([C:11]2[C:16]([CH3:17])=[CH:15][C:14]([OH:18])=[CH:13][C:12]=2[CH3:19])=[CH:7][CH:6]=1)([CH3:4])([CH3:3])[CH3:2].C(N(CC)CC)C.[CH3:27][N:28]([CH3:32])[C:29](Cl)=[S:30], predict the reaction product. The product is: [C:1]([C:5]1[CH:6]=[CH:7][C:8]([C:11]2[C:12]([CH3:19])=[CH:13][C:14]([O:18][C:29](=[S:30])[N:28]([CH3:32])[CH3:27])=[CH:15][C:16]=2[CH3:17])=[CH:9][CH:10]=1)([CH3:4])([CH3:3])[CH3:2]. (5) Given the reactants [C:1]([NH:9][C:10]1[CH:15]=[CH:14][NH:13][C:12](=[O:16])[N:11]=1)(=[O:8])[C:2]1[CH:7]=[CH:6][CH:5]=[CH:4][CH:3]=1.[CH3:17][C:18]1[CH:61]=[CH:60][C:21]([C:22]([O:24][C@H:25]2[C:29]([Cl:31])([Cl:30])[CH:28](OP(OC3C=CC=CC=3)(OC3C=CC=CC=3)=O)[O:27][C@@H:26]2[CH2:49][O:50][C:51](=[O:59])[C:52]2[CH:57]=[CH:56][C:55](C)=[CH:54][CH:53]=2)=[O:23])=[CH:20][CH:19]=1.[Sn](Cl)(Cl)(Cl)Cl.[Cl-].[NH4+], predict the reaction product. The product is: [CH3:17][C:18]1[CH:19]=[CH:20][C:21]([C:22]([O:24][C@H:25]2[C:29]([Cl:31])([Cl:30])[CH:28]([N:13]3[CH:14]=[CH:15][C:10]([NH:9][C:1](=[O:8])[C:2]4[CH:7]=[CH:6][CH:5]=[CH:4][CH:3]=4)=[N:11][C:12]3=[O:16])[O:27][C@@H:26]2[CH2:49][O:50][C:51](=[O:59])[C:52]2[CH:53]=[CH:54][CH:55]=[CH:56][CH:57]=2)=[O:23])=[CH:60][CH:61]=1.